Dataset: Full USPTO retrosynthesis dataset with 1.9M reactions from patents (1976-2016). Task: Predict the reactants needed to synthesize the given product. (1) The reactants are: [Br:1][C:2]1[CH:15]=[CH:14][C:5]2[N:6]=[C:7]([CH:9]3[CH2:12][C:11](=[O:13])[CH2:10]3)[S:8][C:4]=2[CH:3]=1.CCC(C)[BH-](C(C)CC)C(C)CC.[Li+]. Given the product [Br:1][C:2]1[CH:15]=[CH:14][C:5]2[N:6]=[C:7]([C@@H:9]3[CH2:10][C@H:11]([OH:13])[CH2:12]3)[S:8][C:4]=2[CH:3]=1, predict the reactants needed to synthesize it. (2) The reactants are: [Cl:1][C:2]1[C:7]([CH:8]=[O:9])=[CH:6][CH:5]=[CH:4][N:3]=1.[BH4-].[Na+].[Cl-].[NH4+]. Given the product [Cl:1][C:2]1[C:7]([CH2:8][OH:9])=[CH:6][CH:5]=[CH:4][N:3]=1, predict the reactants needed to synthesize it.